From a dataset of Forward reaction prediction with 1.9M reactions from USPTO patents (1976-2016). Predict the product of the given reaction. (1) Given the reactants C([Li])(CC)C.[Cl:6][C:7]1[CH:12]=[CH:11][C:10]([NH:13][C:14](=[O:20])[O:15][C:16]([CH3:19])([CH3:18])[CH3:17])=[CH:9][CH:8]=1.[O:21]1[C:26]2[CH:27]=[CH:28][CH:29]=[C:30]([CH:31]=[O:32])[C:25]=2[O:24][CH2:23][CH2:22]1.[Cl-].[NH4+], predict the reaction product. The product is: [Cl:6][C:7]1[CH:8]=[CH:9][C:10]([NH:13][C:14](=[O:20])[O:15][C:16]([CH3:17])([CH3:19])[CH3:18])=[C:11]([CH:31]([C:30]2[C:25]3[O:24][CH2:23][CH2:22][O:21][C:26]=3[CH:27]=[CH:28][CH:29]=2)[OH:32])[CH:12]=1. (2) Given the reactants [C:1]([C:4]1[CH:5]=[CH:6][C:7]2[CH:15]=[CH:14][C:13]3[N:12]([C:16](=[O:21])[C:17]([F:20])([F:19])[F:18])[CH2:11][CH:10]([CH2:22][Cl:23])[C:9]=3[C:8]=2[CH:24]=1)(=[O:3])[CH3:2].OS(O)(=O)=O.[N+:30]([O-])([O-:32])=[O:31].[K+], predict the reaction product. The product is: [C:1]([C:4]1[CH:5]=[CH:6][C:7]2[C:15]([N+:30]([O-:32])=[O:31])=[CH:14][C:13]3[N:12]([C:16](=[O:21])[C:17]([F:19])([F:18])[F:20])[CH2:11][CH:10]([CH2:22][Cl:23])[C:9]=3[C:8]=2[CH:24]=1)(=[O:3])[CH3:2].